This data is from Forward reaction prediction with 1.9M reactions from USPTO patents (1976-2016). The task is: Predict the product of the given reaction. (1) The product is: [C:14]([C:18]1[CH:35]=[CH:34][C:21]([CH2:22][N:23]([CH2:24][CH2:25][C:26]2[CH:31]=[CH:30][C:29]([Cl:32])=[C:28]([Cl:33])[CH:27]=2)[C:11]([C:9]2[CH:10]=[C:2]([Cl:1])[CH:3]=[C:4]3[C:8]=2[NH:7][N:6]=[CH:5]3)=[O:13])=[CH:20][CH:19]=1)([CH3:17])([CH3:15])[CH3:16]. Given the reactants [Cl:1][C:2]1[CH:3]=[C:4]2[C:8](=[C:9]([C:11]([OH:13])=O)[CH:10]=1)[NH:7][N:6]=[CH:5]2.[C:14]([C:18]1[CH:35]=[CH:34][C:21]([CH2:22][NH:23][CH2:24][CH2:25][C:26]2[CH:31]=[CH:30][C:29]([Cl:32])=[C:28]([Cl:33])[CH:27]=2)=[CH:20][CH:19]=1)([CH3:17])([CH3:16])[CH3:15].CCN=C=NCCCN(C)C.Cl.C(C1C=CC(CN(CCN(C2C=CC(Cl)=CC=2)C)C(C2C=C(Cl)C=C3C=2NC=C3)=O)=CC=1)(C)(C)C, predict the reaction product. (2) The product is: [F:8][CH:9]([F:24])[C:10]1([O:13][S:2](=[O:3])(=[O:4])[NH2:5])[CH2:12][CH2:11]1. Given the reactants Cl[S:2]([N:5]=C=O)(=[O:4])=[O:3].[F:8][CH:9]([F:24])[C:10]1([O:13][Si](C(C)C)(C(C)C)C(C)C)[CH2:12][CH2:11]1.CCCC[N+](CCCC)(CCCC)CCCC.[F-].[Na+].[Cl-], predict the reaction product. (3) Given the reactants [OH:1][N:2]=[C:3]([NH2:10])[C:4]1[CH:9]=[CH:8][CH:7]=[N:6][CH:5]=1.[F:11][C:12]1[CH:13]=[C:14]([CH:18]=[C:19]([F:21])[CH:20]=1)[C:15](O)=O.N, predict the reaction product. The product is: [F:11][C:12]1[CH:13]=[C:14]([C:15]2[O:1][N:2]=[C:3]([C:4]3[CH:5]=[N:6][CH:7]=[CH:8][CH:9]=3)[N:10]=2)[CH:18]=[C:19]([F:21])[CH:20]=1. (4) Given the reactants [Cl:1][C:2]1[CH:7]=[CH:6][N:5]=[C:4]([C:8]([OH:10])=O)[CH:3]=1.ON1C2C=CC=CC=2N=N1.Cl.CN(C)CCCN=C=NCC.[CH2:33]([NH:36][CH2:37][CH2:38][CH3:39])[CH2:34][CH3:35].C(N(CC)CC)C, predict the reaction product. The product is: [CH2:33]([N:36]([CH2:37][CH2:38][CH3:39])[C:8]([C:4]1[CH:3]=[C:2]([Cl:1])[CH:7]=[CH:6][N:5]=1)=[O:10])[CH2:34][CH3:35]. (5) Given the reactants [H-].[Na+].[C:3]([NH:6][CH:7]([C:13]([O:15][CH2:16][CH3:17])=[O:14])[C:8]([O:10][CH2:11][CH3:12])=[O:9])(=[O:5])[CH3:4].Br[CH2:19][C:20]([C:22]1[CH:27]=[CH:26][C:25]([O:28][C:29]2[CH:34]=[CH:33][C:32]([C:35]3[N:40]=[CH:39][CH:38]=[CH:37][N:36]=3)=[CH:31][CH:30]=2)=[CH:24][CH:23]=1)=[O:21], predict the reaction product. The product is: [C:3]([NH:6][C:7]([CH2:19][C:20](=[O:21])[C:22]1[CH:23]=[CH:24][C:25]([O:28][C:29]2[CH:34]=[CH:33][C:32]([C:35]3[N:36]=[CH:37][CH:38]=[CH:39][N:40]=3)=[CH:31][CH:30]=2)=[CH:26][CH:27]=1)([C:13]([O:15][CH2:16][CH3:17])=[O:14])[C:8]([O:10][CH2:11][CH3:12])=[O:9])(=[O:5])[CH3:4]. (6) Given the reactants [N:1]1[C:10]2[C:5](=[CH:6][C:7]([C:11]3([C:14]4[N:18]5[N:19]=[C:20]([C:23]6[CH:31]=[CH:30][C:26]([C:27]([OH:29])=O)=[CH:25][CH:24]=6)[CH:21]=[N:22][C:17]5=[N:16][N:15]=4)[CH2:13][CH2:12]3)=[CH:8][CH:9]=2)[CH:4]=[CH:3][CH:2]=1.F[C:33](F)(F)C(O)=O.[CH3:39][N:40]([C:44]1[CH:49]=[CH:48][CH:47]=[CH:46][N:45]=1)[CH2:41][CH2:42][NH2:43].F[P-](F)(F)(F)(F)F.N1(O[P+](N(C)C)(N(C)C)N(C)C)C2C=CC=CC=2N=N1.C(N(CC)C(C)C)(C)C, predict the reaction product. The product is: [CH3:33][N:43]([CH2:42][CH2:41][N:40]([CH3:39])[C:44]1[CH:49]=[CH:48][CH:47]=[CH:46][N:45]=1)[C:27](=[O:29])[C:26]1[CH:30]=[CH:31][C:23]([C:20]2[CH:21]=[N:22][C:17]3[N:18]([C:14]([C:11]4([C:7]5[CH:6]=[C:5]6[C:10](=[CH:9][CH:8]=5)[N:1]=[CH:2][CH:3]=[CH:4]6)[CH2:13][CH2:12]4)=[N:15][N:16]=3)[N:19]=2)=[CH:24][CH:25]=1. (7) Given the reactants [CH2:1]([NH2:9])[CH2:2][C:3]1[CH:8]=[CH:7][CH:6]=[CH:5][CH:4]=1.[Br:10][CH2:11][CH2:12][CH2:13][CH2:14][C:15]1([C:28](Cl)=[O:29])[C:27]2[CH:26]=[CH:25][CH:24]=[CH:23][C:22]=2[C:21]2[C:16]1=[CH:17][CH:18]=[CH:19][CH:20]=2, predict the reaction product. The product is: [CH2:1]([NH:9][C:28]([C:15]1([CH2:14][CH2:13][CH2:12][CH2:11][Br:10])[C:27]2[CH:26]=[CH:25][CH:24]=[CH:23][C:22]=2[C:21]2[C:16]1=[CH:17][CH:18]=[CH:19][CH:20]=2)=[O:29])[CH2:2][C:3]1[CH:8]=[CH:7][CH:6]=[CH:5][CH:4]=1. (8) Given the reactants [CH3:1][O:2][C:3]([C:5]1[S:9][C:8]([C:10]([O-:12])=O)=[CH:7][CH:6]=1)=[O:4].[K+].CN(C)C=O.S(Cl)([Cl:21])=O, predict the reaction product. The product is: [Cl:21][C:10]([C:8]1[S:9][C:5]([C:3]([O:2][CH3:1])=[O:4])=[CH:6][CH:7]=1)=[O:12]. (9) Given the reactants [F:1][C:2]1[CH:7]=[CH:6][C:5]([CH2:8][CH2:9][NH2:10])=[CH:4][C:3]=1[O:11][CH2:12][C:13]([F:16])([F:15])[F:14].[O:17]1[CH2:21][CH2:20][CH:19]([CH:22]=O)[CH2:18]1.[BH-](OC(C)=O)(OC(C)=O)OC(C)=O.[Na+].C([O-])(O)=O.[Na+], predict the reaction product. The product is: [F:1][C:2]1[CH:7]=[CH:6][C:5]([CH2:8][CH2:9][NH:10][CH2:22][CH:19]2[CH2:20][CH2:21][O:17][CH2:18]2)=[CH:4][C:3]=1[O:11][CH2:12][C:13]([F:15])([F:14])[F:16].